This data is from NCI-60 drug combinations with 297,098 pairs across 59 cell lines. The task is: Regression. Given two drug SMILES strings and cell line genomic features, predict the synergy score measuring deviation from expected non-interaction effect. (1) Drug 1: C1CCC(CC1)NC(=O)N(CCCl)N=O. Drug 2: C1CC(C1)(C(=O)O)C(=O)O.[NH2-].[NH2-].[Pt+2]. Cell line: OVCAR-5. Synergy scores: CSS=10.9, Synergy_ZIP=-5.16, Synergy_Bliss=-3.87, Synergy_Loewe=-5.06, Synergy_HSA=-3.65. (2) Drug 1: CC1=C(C(CCC1)(C)C)C=CC(=CC=CC(=CC(=O)O)C)C. Drug 2: CN(C(=O)NC(C=O)C(C(C(CO)O)O)O)N=O. Cell line: 786-0. Synergy scores: CSS=-5.64, Synergy_ZIP=2.70, Synergy_Bliss=0.709, Synergy_Loewe=-5.43, Synergy_HSA=-5.37. (3) Drug 1: CS(=O)(=O)C1=CC(=C(C=C1)C(=O)NC2=CC(=C(C=C2)Cl)C3=CC=CC=N3)Cl. Drug 2: CNC(=O)C1=CC=CC=C1SC2=CC3=C(C=C2)C(=NN3)C=CC4=CC=CC=N4. Cell line: SK-MEL-5. Synergy scores: CSS=0.206, Synergy_ZIP=5.23, Synergy_Bliss=12.1, Synergy_Loewe=4.15, Synergy_HSA=5.06. (4) Synergy scores: CSS=33.6, Synergy_ZIP=1.17, Synergy_Bliss=1.65, Synergy_Loewe=-29.3, Synergy_HSA=1.86. Drug 1: CN(CC1=CN=C2C(=N1)C(=NC(=N2)N)N)C3=CC=C(C=C3)C(=O)NC(CCC(=O)O)C(=O)O. Cell line: UACC-257. Drug 2: COCCOC1=C(C=C2C(=C1)C(=NC=N2)NC3=CC=CC(=C3)C#C)OCCOC.Cl. (5) Drug 1: C1=NC2=C(N1)C(=S)N=C(N2)N. Drug 2: CCN(CC)CCCC(C)NC1=C2C=C(C=CC2=NC3=C1C=CC(=C3)Cl)OC. Cell line: A498. Synergy scores: CSS=16.4, Synergy_ZIP=-4.99, Synergy_Bliss=-2.38, Synergy_Loewe=-5.47, Synergy_HSA=-0.742.